Task: Predict the reactants needed to synthesize the given product.. Dataset: Full USPTO retrosynthesis dataset with 1.9M reactions from patents (1976-2016) (1) Given the product [C:43]([NH:1][C:2]1[N:7]=[C:6]([C:8]2[C:16]3[O:15][CH2:14][CH:13]([C:17]4[CH:22]=[CH:21][C:20]([CH:23]([CH3:24])[CH3:25])=[CH:19][CH:18]=4)[C:12]=3[C:11]([CH3:26])=[C:10]([NH:27][C:28](=[O:34])[CH2:29][C:30]([CH3:33])([CH3:32])[CH3:31])[C:9]=2[CH3:35])[CH:5]=[CH:4][CH:3]=1)(=[O:45])[CH3:44], predict the reactants needed to synthesize it. The reactants are: [NH2:1][C:2]1[N:7]=[C:6]([C:8]2[C:16]3[O:15][CH2:14][CH:13]([C:17]4[CH:22]=[CH:21][C:20]([CH:23]([CH3:25])[CH3:24])=[CH:19][CH:18]=4)[C:12]=3[C:11]([CH3:26])=[C:10]([NH:27][C:28](=[O:34])[CH2:29][C:30]([CH3:33])([CH3:32])[CH3:31])[C:9]=2[CH3:35])[CH:5]=[CH:4][CH:3]=1.C(N(CC)CC)C.[C:43](Cl)(=[O:45])[CH3:44]. (2) Given the product [F:17][C:15]([F:18])([F:16])[C:11]1[CH:10]=[C:9]([C:5]2[N:4]=[C:3]([C:19]#[N:20])[C:2]3[N:1]=[CH:21][NH:8][C:7]=3[CH:6]=2)[CH:14]=[CH:13][CH:12]=1, predict the reactants needed to synthesize it. The reactants are: [NH2:1][C:2]1[C:3]([C:19]#[N:20])=[N:4][C:5]([C:9]2[CH:14]=[CH:13][CH:12]=[C:11]([C:15]([F:18])([F:17])[F:16])[CH:10]=2)=[CH:6][C:7]=1[NH2:8].[CH:21](OCC)(OCC)OCC. (3) Given the product [CH:14]1([C:12]2[N:6]3[C:7]([C:2](=[O:1])[NH:3][C:4]([C:19]4[CH:28]=[CH:27][C:26]5[C:21](=[CH:22][CH:23]=[CH:24][CH:25]=5)[N:20]=4)=[N:5]3)=[C:8]([CH2:9][CH3:10])[N:11]=2)[CH2:18][CH2:17][CH2:16][CH2:15]1, predict the reactants needed to synthesize it. The reactants are: [O:1]=[C:2]1[C:7]([CH:8]([NH:11][C:12]([CH:14]2[CH2:18][CH2:17][CH2:16][CH2:15]2)=O)[CH2:9][CH3:10])=[N:6][N:5]=[C:4]([C:19]2[CH:28]=[CH:27][C:26]3[C:21](=[CH:22][CH:23]=[CH:24][CH:25]=3)[N:20]=2)[NH:3]1.P(Cl)(Cl)(Cl)=O. (4) Given the product [CH2:16]([C:2]1[CH:11]=[CH:10][C:9]2[C:4](=[CH:5][C:6]([F:13])=[C:7]([F:12])[CH:8]=2)[C:3]=1[CH:14]=[O:15])[CH3:17], predict the reactants needed to synthesize it. The reactants are: Br[C:2]1[CH:11]=[CH:10][C:9]2[C:4](=[CH:5][C:6]([F:13])=[C:7]([F:12])[CH:8]=2)[C:3]=1[CH:14]=[O:15].[CH2:16]([Sn](CC)(CC)CC)[CH3:17].O. (5) Given the product [NH2:1][C:4]1[CH:27]=[CH:26][CH:25]=[CH:24][C:5]=1[CH2:6][C:7]1[C:12](=[O:13])[N:11]([C:14]2[CH:15]=[CH:16][CH:17]=[CH:18][CH:19]=2)[C:10]2[N:20]=[CH:21][CH:22]=[CH:23][C:9]=2[N:8]=1, predict the reactants needed to synthesize it. The reactants are: [N+:1]([C:4]1[CH:27]=[CH:26][CH:25]=[CH:24][C:5]=1[CH2:6][C:7]1[C:12](=[O:13])[N:11]([C:14]2[CH:19]=[CH:18][CH:17]=[CH:16][CH:15]=2)[C:10]2[N:20]=[CH:21][CH:22]=[CH:23][C:9]=2[N:8]=1)([O-])=O.C(O)(=O)C. (6) Given the product [CH3:26][O:27][C:28]([C:30]1[CH:34]=[C:33]([C:45]2[CH:50]=[CH:49][C:48]([NH2:51])=[CH:47][CH:46]=2)[O:32][C:31]=1[CH3:36])=[O:29], predict the reactants needed to synthesize it. The reactants are: COC1C=C2C([C@H]3[C@@](O)(C2)COC2C=C(O)C=CC3=2)=CC=1OC.N#N.[CH3:26][O:27][C:28]([C:30]1[CH:34]=[C:33](Br)[O:32][C:31]=1[CH3:36])=[O:29].CC1(C)C(C)(C)OB([C:45]2[CH:50]=[CH:49][C:48]([NH2:51])=[CH:47][CH:46]=2)O1.C(=O)(O)[O-].[Na+]. (7) Given the product [NH:15]=[C:16]1[CH2:20][CH2:19][CH2:18][CH:17]1[OH:21].[CH:5]1[CH:6]=[CH:7][C:2]([Cl:1])=[C:3]([C:8]2([NH2:22])[C:10](=[O:21])[CH2:14][CH2:13][CH2:12][CH2:11]2)[CH:4]=1, predict the reactants needed to synthesize it. The reactants are: [Cl:1][C:2]1[CH:7]=[CH:6][CH:5]=[CH:4][C:3]=1[C:8]([CH:10]1[CH2:14][CH2:13][CH2:12][CH2:11]1)=O.[NH:15]=[C:16]1[CH2:20][CH2:19][CH2:18][CH:17]1[OH:21].[NH3:22]. (8) The reactants are: [C:1](=[O:3])=[O:2].[NH3:4].[OH2:5]. Given the product [C:1](=[O:5])([O-:3])[O-:2].[NH4+:4].[NH4+:4].[C:1](=[O:5])([OH:3])[O-:2].[NH4+:4], predict the reactants needed to synthesize it. (9) Given the product [Br:1][C:2]1[S:6][N:5]=[C:4]([CH2:7][N:16]2[CH2:21][CH2:20][CH2:19][CH2:18][CH2:17]2)[CH:3]=1, predict the reactants needed to synthesize it. The reactants are: [Br:1][C:2]1[S:6][N:5]=[C:4]([CH2:7]Br)[CH:3]=1.C(N(CC)CC)C.[NH:16]1[CH2:21][CH2:20][CH2:19][CH2:18][CH2:17]1. (10) The reactants are: C(OC([N:8]1[CH2:12][CH2:11][CH:10]([NH:13][C:14]([C:16]2[S:17][CH:18]=[CH:19][C:20]=2[NH:21][C:22]2[CH:27]=[CH:26][N:25]=[C:24]3[NH:28][CH:29]=[CH:30][C:23]=23)=[O:15])[CH2:9]1)=O)(C)(C)C.FC(CC(O)=O)(F)F. Given the product [NH:8]1[CH2:12][CH2:11][CH:10]([NH:13][C:14]([C:16]2[S:17][CH:18]=[CH:19][C:20]=2[NH:21][C:22]2[CH:27]=[CH:26][N:25]=[C:24]3[NH:28][CH:29]=[CH:30][C:23]=23)=[O:15])[CH2:9]1, predict the reactants needed to synthesize it.